Dataset: Peptide-MHC class I binding affinity with 185,985 pairs from IEDB/IMGT. Task: Regression. Given a peptide amino acid sequence and an MHC pseudo amino acid sequence, predict their binding affinity value. This is MHC class I binding data. (1) The peptide sequence is YLCRHCLNLL. The MHC is H-2-Db with pseudo-sequence H-2-Db. The binding affinity (normalized) is 0.154. (2) The peptide sequence is NPRMFLAM. The MHC is HLA-B07:02 with pseudo-sequence HLA-B07:02. The binding affinity (normalized) is 0.453. (3) The peptide sequence is ISFSETNAL. The MHC is H-2-Db with pseudo-sequence H-2-Db. The binding affinity (normalized) is 0.144. (4) The peptide sequence is ALFEDYPGC. The MHC is HLA-B40:01 with pseudo-sequence HLA-B40:01. The binding affinity (normalized) is 0.0847. (5) The peptide sequence is DVMLVTLPV. The MHC is HLA-A11:01 with pseudo-sequence HLA-A11:01. The binding affinity (normalized) is 0.265. (6) The peptide sequence is DMICCDSRIV. The MHC is HLA-A02:02 with pseudo-sequence HLA-A02:02. The binding affinity (normalized) is 0.137. (7) The peptide sequence is NLRCHSAHV. The MHC is HLA-A02:01 with pseudo-sequence HLA-A02:01. The binding affinity (normalized) is 0.258. (8) The peptide sequence is SPNRAAATL. The MHC is H-2-Dd with pseudo-sequence H-2-Dd. The binding affinity (normalized) is 0.179. (9) The peptide sequence is KVFFVNWFR. The MHC is HLA-A11:01 with pseudo-sequence HLA-A11:01. The binding affinity (normalized) is 0.672.